Dataset: Reaction yield outcomes from USPTO patents with 853,638 reactions. Task: Predict the reaction yield, written as a fraction of the theoretical maximum amount of product (1.0 means a 100% yield; for example, 0.34 means a 34% yield). (1) The product is [N:8]1([C:6]2[N:5]=[C:4]([N:14]3[CH:19]4[CH2:20][CH2:21][CH:15]3[CH2:16][O:17][CH2:18]4)[N:3]=[C:2]([C:26]3[CH:27]=[CH:28][C:23]([NH2:22])=[CH:24][CH:25]=3)[N:7]=2)[CH2:13][CH2:12][O:11][CH2:10][CH2:9]1. The reactants are Cl[C:2]1[N:7]=[C:6]([N:8]2[CH2:13][CH2:12][O:11][CH2:10][CH2:9]2)[N:5]=[C:4]([N:14]2[CH:19]3[CH2:20][CH2:21][CH:15]2[CH2:16][O:17][CH2:18]3)[N:3]=1.[NH2:22][C:23]1[CH:28]=[CH:27][C:26](B2OC(C)(C)C(C)(C)O2)=[CH:25][CH:24]=1.C([O-])([O-])=O.[Na+].[Na+]. The catalyst is C1C=CC([P]([Pd]([P](C2C=CC=CC=2)(C2C=CC=CC=2)C2C=CC=CC=2)([P](C2C=CC=CC=2)(C2C=CC=CC=2)C2C=CC=CC=2)[P](C2C=CC=CC=2)(C2C=CC=CC=2)C2C=CC=CC=2)(C2C=CC=CC=2)C2C=CC=CC=2)=CC=1.COCCOC. The yield is 0.760. (2) The reactants are [C:1]1([CH:7]([C:13]2[CH:18]=[CH:17][CH:16]=[CH:15][CH:14]=2)[N:8]2[CH2:11][C:10](=O)[CH2:9]2)[CH:6]=[CH:5][CH:4]=[CH:3][CH:2]=1.[CH2:19]([N:21]1[CH2:26][CH2:25][NH:24][CH2:23][CH2:22]1)[CH3:20].C(O[BH-](OC(=O)C)OC(=O)C)(=O)C.[Na+].C(=O)([O-])O.[Na+]. The catalyst is C(OCC)(=O)C.O.C(O)(=O)C. The product is [C:1]1([CH:7]([C:13]2[CH:18]=[CH:17][CH:16]=[CH:15][CH:14]=2)[N:8]2[CH2:11][CH:10]([N:24]3[CH2:25][CH2:26][N:21]([CH2:19][CH3:20])[CH2:22][CH2:23]3)[CH2:9]2)[CH:6]=[CH:5][CH:4]=[CH:3][CH:2]=1. The yield is 0.890.